This data is from Catalyst prediction with 721,799 reactions and 888 catalyst types from USPTO. The task is: Predict which catalyst facilitates the given reaction. (1) Reactant: [CH:1]([C:4]1[C:5](=[O:15])[NH:6][C:7]2([CH2:14][CH2:13][CH2:12][CH2:11][CH2:10][CH2:9]2)[N:8]=1)([CH3:3])[CH3:2].[H-].[Na+].[CH2:18](Br)[CH:19]=[CH2:20]. Product: [CH2:20]([N:6]1[C:7]2([CH2:9][CH2:10][CH2:11][CH2:12][CH2:13][CH2:14]2)[N:8]=[C:4]([CH:1]([CH3:3])[CH3:2])[C:5]1=[O:15])[CH:19]=[CH2:18]. The catalyst class is: 3. (2) Reactant: [N:1]1[CH:6]=[CH:5][CH:4]=[C:3]2CC3[C:13]([C:2]=12)=[CH:12][CH:11]=[CH:10][CH:9]=3.[CH3:14][C:15]([CH3:18])([O-])[CH3:16].[K+].IC.O. Product: [CH3:14][C:15]1([CH3:18])[C:3]2[C:2](=[N:1][CH:6]=[CH:5][CH:4]=2)[C:13]2[C:16]1=[CH:9][CH:10]=[CH:11][CH:12]=2. The catalyst class is: 7.